This data is from Catalyst prediction with 721,799 reactions and 888 catalyst types from USPTO. The task is: Predict which catalyst facilitates the given reaction. Reactant: [CH2:1]([O:3][C:4](=[O:17])[C:5]1[CH:10]=[CH:9][CH:8]=[N:7][C:6]=1[NH:11][CH2:12][C:13]([F:16])([F:15])[F:14])[CH3:2].[Cl:18]N1C(=O)CCC1=O.CN(C)C=O.Cl. Product: [CH2:1]([O:3][C:4](=[O:17])[C:5]1[CH:10]=[C:9]([Cl:18])[CH:8]=[N:7][C:6]=1[NH:11][CH2:12][C:13]([F:14])([F:15])[F:16])[CH3:2]. The catalyst class is: 6.